Dataset: CYP3A4 inhibition data for predicting drug metabolism from PubChem BioAssay. Task: Regression/Classification. Given a drug SMILES string, predict its absorption, distribution, metabolism, or excretion properties. Task type varies by dataset: regression for continuous measurements (e.g., permeability, clearance, half-life) or binary classification for categorical outcomes (e.g., BBB penetration, CYP inhibition). Dataset: cyp3a4_veith. (1) The molecule is CCOC(=O)c1c(NC(=O)c2c(N)n(CCCOC)c3nc4ccccc4nc23)sc2c1CCCC2. The result is 0 (non-inhibitor). (2) The drug is CN=C1S/C(=C\c2ccc(Sc3ccc(Cl)cc3)o2)C(=O)N1C. The result is 0 (non-inhibitor).